Dataset: Reaction yield outcomes from USPTO patents with 853,638 reactions. Task: Predict the reaction yield, written as a fraction of the theoretical maximum amount of product (1.0 means a 100% yield; for example, 0.34 means a 34% yield). (1) The reactants are [F:1][C:2]1[C:11]2[CH:12]([CH2:14][N:15]3[CH2:20][CH2:19][CH:18]([NH:21]C(=O)OC(C)(C)C)[CH2:17][CH2:16]3)[CH2:13][N:9]3[C:10]=2[C:5]([CH:6]=[CH:7][C:8]3=[O:29])=[CH:4][CH:3]=1. The catalyst is ClCCl.FC(F)(F)C(O)=O. The product is [NH2:21][CH:18]1[CH2:19][CH2:20][N:15]([CH2:14][CH:12]2[C:11]3=[C:10]4[C:5](=[CH:4][CH:3]=[C:2]3[F:1])[CH:6]=[CH:7][C:8](=[O:29])[N:9]4[CH2:13]2)[CH2:16][CH2:17]1. The yield is 1.00. (2) The yield is 0.260. The catalyst is CO. The reactants are [BH3-]C#[N:3].[Na+].[C:5]([O:9][C:10]([NH:12][CH2:13][C@H:14]1[CH2:19][CH2:18][C@H:17]([CH:20]=O)[CH2:16][CH2:15]1)=[O:11])([CH3:8])([CH3:7])[CH3:6].C([O-])(=O)C.[NH4+]. The product is [NH2:3][CH2:20][C@H:17]1[CH2:18][CH2:19][C@H:14]([CH2:13][NH:12][C:10]([O:9][C:5]([CH3:8])([CH3:7])[CH3:6])=[O:11])[CH2:15][CH2:16]1. (3) The reactants are Br[C:2]1[CH:7]=[CH:6][C:5]([NH:8][C:9](=[O:15])[O:10][C:11]([CH3:14])([CH3:13])[CH3:12])=[C:4]([N+:16]([O-:18])=[O:17])[CH:3]=1.[S:19]1[CH:23]=[CH:22][CH:21]=[C:20]1B(O)O.C(=O)([O-])[O-].[K+].[K+].C1(C)C=CC=CC=1P(C1C=CC=CC=1C)C1C=CC=CC=1C. The catalyst is COCCOC.O.C1C=CC([P]([Pd]([P](C2C=CC=CC=2)(C2C=CC=CC=2)C2C=CC=CC=2)([P](C2C=CC=CC=2)(C2C=CC=CC=2)C2C=CC=CC=2)[P](C2C=CC=CC=2)(C2C=CC=CC=2)C2C=CC=CC=2)(C2C=CC=CC=2)C2C=CC=CC=2)=CC=1. The product is [N+:16]([C:4]1[CH:3]=[C:2]([C:20]2[S:19][CH:23]=[CH:22][CH:21]=2)[CH:7]=[CH:6][C:5]=1[NH:8][C:9](=[O:15])[O:10][C:11]([CH3:14])([CH3:13])[CH3:12])([O-:18])=[O:17]. The yield is 0.730. (4) The reactants are [C:1]([CH:5]1[CH2:14][CH2:13][C:12]2[N:11]=[C:10]([SH:15])[C:9](C#N)=[CH:8][C:7]=2[CH2:6]1)([CH3:4])([CH3:3])[CH3:2].[C:18]([O-:21])([O-])=[O:19].[K+].[K+].IC.[CH2:26](P(CCCC)CCCC)CCC. The catalyst is CC(O)=O.OS(O)(=O)=O.CCOC(C)=O. The product is [CH3:26][O:21][C:18]([C:9]1[C:10]([SH:15])=[N:11][C:12]2[CH2:13][CH2:14][CH:5]([C:1]([CH3:4])([CH3:3])[CH3:2])[CH2:6][C:7]=2[CH:8]=1)=[O:19]. The yield is 0.560. (5) The reactants are [Br:1][C:2]1[CH:3]=[C:4]([CH3:9])[C:5]([NH2:8])=[N:6][CH:7]=1.[H-].[Na+].I[CH3:13].[Na+].[Cl-]. The catalyst is C1COCC1.CCOC(C)=O. The product is [Br:1][C:2]1[CH:3]=[C:4]([CH3:9])[C:5]([NH:8][CH3:13])=[N:6][CH:7]=1. The yield is 0.578. (6) The reactants are [C:1]([C:4]1[C:5](=[O:15])[O:6][C:7]2[C:12]([CH:13]=1)=[CH:11][CH:10]=[C:9]([F:14])[CH:8]=2)(=[O:3])[CH3:2].[Br:16]Br. The catalyst is C(Cl)(Cl)Cl. The product is [Br:16][CH2:2][C:1]([C:4]1[C:5](=[O:15])[O:6][C:7]2[C:12]([CH:13]=1)=[CH:11][CH:10]=[C:9]([F:14])[CH:8]=2)=[O:3]. The yield is 0.720. (7) The reactants are [Cl:1][C:2]1[C:3]([C:10]2[CH:11]=[N:12][C:13]([CH3:16])=[CH:14][CH:15]=2)=[N:4][CH:5]=[C:6]([CH:8]=[CH2:9])[CH:7]=1.[Se](=O)=[O:18]. The catalyst is O1CCOCC1. The product is [Cl:1][C:2]1[C:3]([C:10]2[CH:11]=[N:12][C:13]([CH:16]=[O:18])=[CH:14][CH:15]=2)=[N:4][CH:5]=[C:6]([CH:8]=[CH2:9])[CH:7]=1. The yield is 0.750. (8) The reactants are OC[C@H:3]1[CH2:7][CH2:6][CH2:5][N:4]1[CH2:8][C:9]1[S:13][CH:12]=[C:11]([C:14]2[CH:15]=[C:16]3[C:20](=[C:21]([C:23]([NH2:25])=[O:24])[CH:22]=2)[NH:19][CH:18]=[C:17]3[CH:26]2[CH2:31][CH2:30][N:29]([S:32]([CH:35]([CH3:37])[CH3:36])(=[O:34])=[O:33])[CH2:28][CH2:27]2)[CH:10]=1.N1CCC[C@@H]1C[OH:44]. No catalyst specified. The product is [OH:44][C@H:6]1[CH2:7][CH2:3][N:4]([CH2:8][C:9]2[S:13][CH:12]=[C:11]([C:14]3[CH:15]=[C:16]4[C:20](=[C:21]([C:23]([NH2:25])=[O:24])[CH:22]=3)[NH:19][CH:18]=[C:17]4[CH:26]3[CH2:27][CH2:28][N:29]([S:32]([CH:35]([CH3:37])[CH3:36])(=[O:34])=[O:33])[CH2:30][CH2:31]3)[CH:10]=2)[CH2:5]1. The yield is 0.531. (9) The reactants are [Cl-].Cl[CH2:3][C:4]1[NH+:5]([CH2:9][CH3:10])[CH:6]=[CH:7][N:8]=1.[CH3:11][C:12]1[N:17]=[C:16]([SH:18])[N:15]=[C:14]([OH:19])[CH:13]=1.C(=O)([O-])[O-].[K+].[K+]. The catalyst is CN(C=O)C. The product is [CH2:9]([N:5]1[CH:6]=[CH:7][N:8]=[C:4]1[CH2:3][S:18][C:16]1[N:15]=[C:14]([OH:19])[CH:13]=[C:12]([CH3:11])[N:17]=1)[CH3:10]. The yield is 0.210. (10) The reactants are CO[C:3]([CH:5]1[CH2:11][CH2:10][O:9][C:8]2[CH:12]=[C:13]([Cl:17])[C:14]([Cl:16])=[CH:15][C:7]=2[C:6]1=[O:18])=[O:4].[NH2:19][C:20]1[CH:25]=[CH:24][CH:23]=[CH:22][N:21]=1. The catalyst is C1(C)C(C)=CC=CC=1. The product is [N:21]1[CH:22]=[CH:23][CH:24]=[CH:25][C:20]=1[NH:19][C:3]([CH:5]1[CH2:11][CH2:10][O:9][C:8]2[CH:12]=[C:13]([Cl:17])[C:14]([Cl:16])=[CH:15][C:7]=2[C:6]1=[O:18])=[O:4]. The yield is 0.140.